Dataset: Full USPTO retrosynthesis dataset with 1.9M reactions from patents (1976-2016). Task: Predict the reactants needed to synthesize the given product. (1) Given the product [F:48][C:49]([F:75])([F:76])[C:50]([C:59]1[CH:64]=[CH:63][C:62]([O:65][CH2:66][CH2:67][CH2:68][CH:69]([N:4]2[C:3](=[O:8])[C:2]([CH3:1])([C:9]3[CH:14]=[CH:13][C:12]([O:15][CH:16]([CH3:18])[CH3:17])=[CH:11][CH:10]=3)[NH:6][C:5]2=[O:7])[CH3:70])=[C:61]([CH2:72][CH2:73][CH3:74])[CH:60]=1)([OH:55])[C:51]([F:52])([F:54])[F:53], predict the reactants needed to synthesize it. The reactants are: [CH3:1][C:2]1([C:9]2[CH:14]=[CH:13][C:12]([O:15][CH:16]([CH3:18])[CH3:17])=[CH:11][CH:10]=2)[NH:6][C:5](=[O:7])[NH:4][C:3]1=[O:8].C1(P(C2C=CC=CC=2)C2C=CC=CC=2)C=CC=CC=1.N(C(OCC)=O)=NC([O-])=O.[F:48][C:49]([F:76])([F:75])[C:50]([C:59]1[CH:64]=[CH:63][C:62]([O:65][CH2:66][CH2:67][CH2:68][CH:69](O)[CH3:70])=[C:61]([CH2:72][CH2:73][CH3:74])[CH:60]=1)([O:55]COC)[C:51]([F:54])([F:53])[F:52]. (2) Given the product [Cl:54][C:51]1[CH:52]=[CH:4][C:5]([C:8]2[N:12]([CH2:13][C@H:14]([OH:19])[C:15]([F:17])([F:16])[F:18])[C:11](=[O:20])[N:10]([CH2:21][C:22]3[CH:27]=[C:26]([C:28]4[CH:33]=[CH:32][CH:31]=[CH:30][C:29]=4[C:34]([F:35])([F:36])[F:37])[C:25]([C:38]([NH2:47])=[O:40])=[CH:24][CH:23]=3)[N:9]=2)=[CH:6][CH:7]=1, predict the reactants needed to synthesize it. The reactants are: ClC1[CH:7]=[CH:6][C:5]([C:8]2[N:12]([CH2:13][C@H:14]([OH:19])[C:15]([F:18])([F:17])[F:16])[C:11](=[O:20])[N:10]([CH2:21][C:22]3[CH:27]=[C:26]([C:28]4[CH:33]=[CH:32][CH:31]=[CH:30][C:29]=4[C:34]([F:37])([F:36])[F:35])[C:25]([C:38]([OH:40])=O)=[CH:24][CH:23]=3)[N:9]=2)=[CH:4]C=1.C1C=CC2N(O)N=[N:47]C=2C=1.[CH2:51]([Cl:54])[CH2:52]Cl.N. (3) Given the product [Cl:35][C:29]1[CH:30]=[C:31]([Cl:34])[CH:32]=[CH:33][C:28]=1[C:27]([N:10]([CH2:11][C:12]1[O:13][C:14]([C:17]2[CH:22]=[CH:21][CH:20]=[C:19]([C:23]([F:24])([F:25])[F:26])[CH:18]=2)=[CH:15][CH:16]=1)[C:9]1[CH:8]=[C:7]([C:37]2[CH:38]=[CH:39][CH:40]=[CH:41][CH:42]=2)[S:6][C:5]=1[C:3]([OH:4])=[O:2])=[O:36], predict the reactants needed to synthesize it. The reactants are: C[O:2][C:3]([C:5]1[S:6][C:7]([C:37]2[CH:42]=[CH:41][CH:40]=[CH:39][CH:38]=2)=[CH:8][C:9]=1[N:10]([C:27](=[O:36])[C:28]1[CH:33]=[CH:32][C:31]([Cl:34])=[CH:30][C:29]=1[Cl:35])[CH2:11][C:12]1[O:13][C:14]([C:17]2[CH:22]=[CH:21][CH:20]=[C:19]([C:23]([F:26])([F:25])[F:24])[CH:18]=2)=[CH:15][CH:16]=1)=[O:4].[OH-].[Li+].Cl. (4) Given the product [CH2:14]([C:15]1[NH:12][C:10](=[O:11])[C:9]([C:7]#[N:8])=[C:17]([CH3:18])[CH:16]=1)[CH3:13], predict the reactants needed to synthesize it. The reactants are: CC([O-])(C)C.[K+].[C:7]([CH2:9][C:10]([NH2:12])=[O:11])#[N:8].[CH3:13][C:14](=O)/[CH:15]=[CH:16]/[CH2:17][CH3:18].N#N.O=O. (5) Given the product [OH:4][C:5]1[CH:10]=[C:9]([OH:11])[C:8]([CH:15]([CH3:17])[CH3:16])=[CH:7][C:6]=1[C:18]1[N:19]([C:24]2[CH:29]=[CH:28][C:27]([OH:30])=[CH:26][CH:25]=2)[C:20](=[O:23])[NH:21][N:22]=1, predict the reactants needed to synthesize it. The reactants are: COC[O:4][C:5]1[CH:10]=[C:9]([O:11]COC)[C:8]([CH:15]([CH3:17])[CH3:16])=[CH:7][C:6]=1[C:18]1[N:19]([C:24]2[CH:29]=[CH:28][C:27]([O:30]C)=[CH:26][CH:25]=2)[C:20](=[O:23])[NH:21][N:22]=1.OC1C=C(O)C(C(C)C)=CC=1C1N(C2C=CC(OC)=CC=2)C(=O)NN=1.ClCCCl.